Predict which catalyst facilitates the given reaction. From a dataset of Catalyst prediction with 721,799 reactions and 888 catalyst types from USPTO. (1) Reactant: C(N(CC)CC)C.[CH3:8][C:9]1[S:13][CH:12]=[C:11]([C:14]([N:16]2[CH2:21][C:20]3([CH2:26][CH2:25][NH:24][CH2:23][CH2:22]3)[O:19][CH2:18][CH2:17]2)=[O:15])[CH:10]=1.CS(O[CH2:32][CH2:33][O:34][C:35]1[CH:40]=[CH:39][C:38]([CH2:41][N:42]([C:57]([O:59][C:60]([CH3:63])([CH3:62])[CH3:61])=[O:58])[CH2:43][C@H:44]([OH:56])[C:45]2[C:53]3[S:52][C:51](=[O:54])[NH:50][C:49]=3[C:48]([OH:55])=[CH:47][CH:46]=2)=[CH:37][CH:36]=1)(=O)=O. Product: [OH:56][C@H:44]([C:45]1[C:53]2[S:52][C:51](=[O:54])[NH:50][C:49]=2[C:48]([OH:55])=[CH:47][CH:46]=1)[CH2:43][N:42]([CH2:41][C:38]1[CH:37]=[CH:36][C:35]([O:34][CH2:33][CH2:32][N:24]2[CH2:25][CH2:26][C:20]3([O:19][CH2:18][CH2:17][N:16]([C:14]([C:11]4[CH:10]=[C:9]([CH3:8])[S:13][CH:12]=4)=[O:15])[CH2:21]3)[CH2:22][CH2:23]2)=[CH:40][CH:39]=1)[C:57](=[O:58])[O:59][C:60]([CH3:63])([CH3:61])[CH3:62]. The catalyst class is: 10. (2) The catalyst class is: 3. Product: [F:8][C:4]1[CH:5]=[CH:6][CH:7]=[C:2]([O:16][CH2:15][CH2:14][O:13][CH3:12])[C:3]=1[N+:9]([O-:11])=[O:10]. Reactant: F[C:2]1[CH:7]=[CH:6][CH:5]=[C:4]([F:8])[C:3]=1[N+:9]([O-:11])=[O:10].[CH3:12][O:13][CH2:14][CH2:15][OH:16]. (3) Reactant: [CH3:1][O:2][C:3]([C:5]1[S:6][C:7]([CH:14]=[O:15])=[CH:8][C:9]=1[C:10]([F:13])([F:12])[F:11])=[O:4].CC(=CC)C.[Cl-].[Na+].[O:23]1CCOCC1. Product: [CH3:1][O:2][C:3]([C:5]1[S:6][C:7]([C:14]([OH:23])=[O:15])=[CH:8][C:9]=1[C:10]([F:11])([F:12])[F:13])=[O:4]. The catalyst class is: 6. (4) Reactant: C([O-])(=O)C(C1C=CC=CC=1)O.[CH3:12][N:13]([CH3:23])[CH2:14][CH2:15][C@@H:16]([C:18]1[S:19][CH:20]=[CH:21][CH:22]=1)[OH:17].O.C(=O)([O-])[O-].[Na+].[Na+]. Product: [CH3:23][N:13]([CH3:12])[CH2:14][CH2:15][CH:16]([C:18]1[S:19][CH:20]=[CH:21][CH:22]=1)[OH:17]. The catalyst class is: 2. (5) Reactant: [C:1](=O)([O-])[O-].[K+].[K+].[Br:7][C:8]1[C:9]([CH3:17])=[C:10]([CH:14]=[CH:15][CH:16]=1)[C:11]([OH:13])=[O:12].IC. Product: [CH3:1][O:12][C:11](=[O:13])[C:10]1[CH:14]=[CH:15][CH:16]=[C:8]([Br:7])[C:9]=1[CH3:17]. The catalyst class is: 21.